From a dataset of Forward reaction prediction with 1.9M reactions from USPTO patents (1976-2016). Predict the product of the given reaction. Given the reactants [NH:1]1[CH2:6][CH2:5][O:4][CH2:3][CH2:2]1.Cl[C:8]1[C:9](=[O:21])[N:10]([C:14]2[CH:19]=[CH:18][C:17]([I:20])=[CH:16][CH:15]=2)[CH2:11][CH2:12][CH:13]=1.C1(C)C=CC=CC=1.C(OC)(C)(C)C, predict the reaction product. The product is: [I:20][C:17]1[CH:18]=[CH:19][C:14]([N:10]2[CH2:11][CH2:12][CH:13]=[C:8]([N:1]3[CH2:6][CH2:5][O:4][CH2:3][CH2:2]3)[C:9]2=[O:21])=[CH:15][CH:16]=1.